Task: Predict which catalyst facilitates the given reaction.. Dataset: Catalyst prediction with 721,799 reactions and 888 catalyst types from USPTO (1) Reactant: [CH3:1][C:2]1[CH:15]=[C:5]2[C:6]([C@@H:10]3[CH2:12][C@H:11]3[CH2:13][NH2:14])=[CH:7][CH:8]=[CH:9][N:4]2[N:3]=1.C(N(CC)CC)C.[C:23](O[C:23](=[O:27])[CH2:24][CH2:25][CH3:26])(=[O:27])[CH2:24][CH2:25][CH3:26]. Product: [CH3:1][C:2]1[CH:15]=[C:5]2[C:6]([C@@H:10]3[CH2:12][C@H:11]3[CH2:13][NH:14][C:23](=[O:27])[CH2:24][CH2:25][CH3:26])=[CH:7][CH:8]=[CH:9][N:4]2[N:3]=1. The catalyst class is: 685. (2) Reactant: [CH3:1][C:2]1[N:7]=[C:6]([C:8]2[CH:13]=[CH:12][CH:11]=[C:10]([C:14]3[CH:15]=[C:16]([S:20](Cl)(=[O:22])=[O:21])[CH:17]=[CH:18][CH:19]=3)[N:9]=2)[CH:5]=[C:4]([C:24]2[CH:29]=[CH:28][C:27]([C:30]([F:33])([F:32])[F:31])=[CH:26][CH:25]=2)[CH:3]=1.[CH3:34][NH:35][CH3:36]. Product: [CH3:34][N:35]([CH3:36])[S:20]([C:16]1[CH:17]=[CH:18][CH:19]=[C:14]([C:10]2[N:9]=[C:8]([C:6]3[CH:5]=[C:4]([C:24]4[CH:25]=[CH:26][C:27]([C:30]([F:33])([F:32])[F:31])=[CH:28][CH:29]=4)[CH:3]=[C:2]([CH3:1])[N:7]=3)[CH:13]=[CH:12][CH:11]=2)[CH:15]=1)(=[O:21])=[O:22]. The catalyst class is: 49. (3) Reactant: ON1[C:6]2[N:7]=[CH:8][CH:9]=[CH:10][C:5]=2N=N1.O1CCC([CH2:17][NH2:18])CC1.N=C=N.[Cl:22]C1C=C(Cl)C=CC=1NC1C=C(C(F)(F)[F:41])C(C(O)=O)=CN=1. Product: [ClH:22].[ClH:22].[F:41][C:6]1[CH:5]=[C:10]([CH2:17][NH2:18])[CH:9]=[CH:8][N:7]=1. The catalyst class is: 4. (4) Reactant: [Si]([O:8][NH:9][C:10]([N:12]1[CH2:17][CH2:16][C@H:15]([O:18][C:19]2[CH:24]=[CH:23][C:22]([C:25]3[N:30]=[C:29]([NH:31][C:32]4[CH:37]=[CH:36][C:35]([N:38]5[CH2:43][CH2:42][N:41]([CH:44]6[CH2:47][O:46][CH2:45]6)[CH2:40][CH2:39]5)=[CH:34][CH:33]=4)[N:28]=[CH:27][N:26]=3)=[CH:21][C:20]=2[C:48]#[N:49])[C@H:14]([F:50])[CH2:13]1)=[O:11])(C(C)(C)C)(C)C.C(O)(C(F)(F)F)=O. Product: [C:48]([C:20]1[CH:21]=[C:22]([C:25]2[N:30]=[C:29]([NH:31][C:32]3[CH:33]=[CH:34][C:35]([N:38]4[CH2:43][CH2:42][N:41]([CH:44]5[CH2:45][O:46][CH2:47]5)[CH2:40][CH2:39]4)=[CH:36][CH:37]=3)[N:28]=[CH:27][N:26]=2)[CH:23]=[CH:24][C:19]=1[O:18][C@H:15]1[CH2:16][CH2:17][N:12]([C:10]([NH:9][OH:8])=[O:11])[CH2:13][C@H:14]1[F:50])#[N:49]. The catalyst class is: 2. (5) Reactant: [C:1]1([C:7]2[N:8]=[CH:9][N:10]([C:18]([C:31]3[CH:36]=[CH:35][CH:34]=[CH:33][CH:32]=3)([C:25]3[CH:30]=[CH:29][CH:28]=[CH:27][CH:26]=3)[C:19]3[CH:24]=[CH:23][CH:22]=[CH:21][CH:20]=3)[C:11]=2[C:12]2[CH:17]=[CH:16][CH:15]=[CH:14][CH:13]=2)[CH:6]=[CH:5][CH:4]=[CH:3][CH:2]=1.[Li]CCCC.[CH2:42]([O:44][C:45]1[CH:46]=[C:47]([O:62][CH:63]([CH3:65])[CH3:64])[C:48]([F:61])=[C:49]([CH:60]=1)/[CH:50]=[N:51]/[C:52]1[CH:59]=[CH:58][C:55]([C:56]#[N:57])=[CH:54][CH:53]=1)[CH3:43]. Product: [C:1]1([C:7]2[N:8]=[C:9]([N:51]([CH2:50][C:49]3[CH:60]=[C:45]([O:44][CH2:42][CH3:43])[CH:46]=[C:47]([O:62][CH:63]([CH3:65])[CH3:64])[C:48]=3[F:61])[C:52]3[CH:59]=[CH:58][C:55]([C:56]#[N:57])=[CH:54][CH:53]=3)[N:10]([C:18]([C:31]3[CH:32]=[CH:33][CH:34]=[CH:35][CH:36]=3)([C:25]3[CH:26]=[CH:27][CH:28]=[CH:29][CH:30]=3)[C:19]3[CH:20]=[CH:21][CH:22]=[CH:23][CH:24]=3)[C:11]=2[C:12]2[CH:17]=[CH:16][CH:15]=[CH:14][CH:13]=2)[CH:6]=[CH:5][CH:4]=[CH:3][CH:2]=1. The catalyst class is: 1. (6) Reactant: [NH2:1][C:2]1[CH:7]=[CH:6][N:5]=[CH:4][CH:3]=1.[Cl:8][C:9]1[CH:14]=[C:13]([Cl:15])[CH:12]=[C:11]([Cl:16])[C:10]=1[N:17]=[C:18]=[O:19]. Product: [N:5]1[CH:6]=[CH:7][C:2]([NH:1][C:18]([NH:17][C:10]2[C:11]([Cl:16])=[CH:12][C:13]([Cl:15])=[CH:14][C:9]=2[Cl:8])=[O:19])=[CH:3][CH:4]=1. The catalyst class is: 11. (7) Reactant: Cl[C:2]1[C:3]2[C:4](=[CH:15][N:16](CC3C=CC(OC)=CC=3)[N:17]=2)[N:5]=[C:6]([C:8]2[CH:13]=[CH:12][CH:11]=[CH:10][C:9]=2[F:14])[N:7]=1.[CH3:27][N:28]1[CH2:33][CH2:32][N:31]([CH:34]2[CH2:39][CH2:38][N:37]([C:40]3[CH:46]=[CH:45][C:43]([NH2:44])=[CH:42][CH:41]=3)[CH2:36][CH2:35]2)[CH2:30][CH2:29]1.Cl. Product: [F:14][C:9]1[CH:10]=[CH:11][CH:12]=[CH:13][C:8]=1[C:6]1[N:7]=[C:2]([NH:44][C:43]2[CH:45]=[CH:46][C:40]([N:37]3[CH2:38][CH2:39][CH:34]([N:31]4[CH2:32][CH2:33][N:28]([CH3:27])[CH2:29][CH2:30]4)[CH2:35][CH2:36]3)=[CH:41][CH:42]=2)[C:3]2[NH:17][N:16]=[CH:15][C:4]=2[N:5]=1. The catalyst class is: 71.